From a dataset of Reaction yield outcomes from USPTO patents with 853,638 reactions. Predict the reaction yield, written as a fraction of the theoretical maximum amount of product (1.0 means a 100% yield; for example, 0.34 means a 34% yield). (1) The reactants are [NH2:1][C:2]1[N:6]([C:7]2[CH:12]=[CH:11][CH:10]=[CH:9][CH:8]=2)[N:5]=[C:4]([C:13]([O:15][CH2:16][CH3:17])=[O:14])[CH:3]=1.[C:18]1([S:24](Cl)(=[O:26])=[O:25])[CH:23]=[CH:22][CH:21]=[CH:20][CH:19]=1.Cl. The catalyst is CN(C)C1C=CN=CC=1.N1C=CC=CC=1. The product is [C:7]1([N:6]2[C:2]([NH:1][S:24]([C:18]3[CH:23]=[CH:22][CH:21]=[CH:20][CH:19]=3)(=[O:26])=[O:25])=[CH:3][C:4]([C:13]([O:15][CH2:16][CH3:17])=[O:14])=[N:5]2)[CH:12]=[CH:11][CH:10]=[CH:9][CH:8]=1. The yield is 0.690. (2) The reactants are P([O-])([O-])([O-])=O.C([O-])(O)=O.[Na+].[OH:11][C:12]1[CH:19]=[C:18]([OH:20])[CH:17]=[CH:16][C:13]=1[C:14]#[N:15].O.Cl.N[C@H:24]([C:27]([OH:29])=[O:28])[CH2:25][SH:26]. The catalyst is CO. The product is [OH:11][C:12]1[CH:19]=[C:18]([OH:20])[CH:17]=[CH:16][C:13]=1[C:14]1[S:26][CH2:25][CH:24]([C:27]([OH:29])=[O:28])[N:15]=1. The yield is 0.690. (3) The reactants are [F:1][C:2]1[CH:7]=[CH:6][C:5]([N:8]2[C:12]([CH2:13][O:14][C:15]3[N:16]=[CH:17][C:18]([C:21]([OH:23])=O)=[N:19][CH:20]=3)=[C:11]([CH3:24])[N:10]=[N:9]2)=[CH:4][CH:3]=1.[NH2:25][N:26]1[CH2:31][CH2:30][O:29][CH2:28][CH2:27]1. No catalyst specified. The product is [N:26]1([NH:25][C:21]([C:18]2[CH:17]=[N:16][C:15]([O:14][CH2:13][C:12]3[N:8]([C:5]4[CH:4]=[CH:3][C:2]([F:1])=[CH:7][CH:6]=4)[N:9]=[N:10][C:11]=3[CH3:24])=[CH:20][N:19]=2)=[O:23])[CH2:31][CH2:30][O:29][CH2:28][CH2:27]1. The yield is 0.600. (4) The reactants are C([NH:8][C:9]1[C:10]([CH3:30])=[C:11]([CH3:29])[C:12]2[O:16][C@@H:15]([CH3:17])[C@@H:14]([C:18]3[CH:23]=[CH:22][C:21]([CH:24]([CH3:26])[CH3:25])=[CH:20][CH:19]=3)[C:13]=2[C:27]=1[CH3:28])C1C=CC=CC=1. The catalyst is CCCCCC. The product is [CH:24]([C:21]1[CH:22]=[CH:23][C:18]([C@H:14]2[C:13]3[C:27]([CH3:28])=[C:9]([NH2:8])[C:10]([CH3:30])=[C:11]([CH3:29])[C:12]=3[O:16][C@H:15]2[CH3:17])=[CH:19][CH:20]=1)([CH3:26])[CH3:25]. The yield is 0.830.